From a dataset of NCI-60 drug combinations with 297,098 pairs across 59 cell lines. Regression. Given two drug SMILES strings and cell line genomic features, predict the synergy score measuring deviation from expected non-interaction effect. (1) Drug 1: CC1=CC2C(CCC3(C2CCC3(C(=O)C)OC(=O)C)C)C4(C1=CC(=O)CC4)C. Drug 2: N.N.Cl[Pt+2]Cl. Cell line: COLO 205. Synergy scores: CSS=-3.83, Synergy_ZIP=5.18, Synergy_Bliss=5.04, Synergy_Loewe=-1.88, Synergy_HSA=-2.00. (2) Drug 1: C1=CC(=CC=C1CC(C(=O)O)N)N(CCCl)CCCl.Cl. Drug 2: C1=NC2=C(N1)C(=S)N=C(N2)N. Cell line: MALME-3M. Synergy scores: CSS=9.24, Synergy_ZIP=-12.0, Synergy_Bliss=-4.44, Synergy_Loewe=-10.4, Synergy_HSA=-2.95. (3) Cell line: SW-620. Drug 2: N.N.Cl[Pt+2]Cl. Synergy scores: CSS=26.2, Synergy_ZIP=-5.08, Synergy_Bliss=-3.86, Synergy_Loewe=-15.5, Synergy_HSA=-3.24. Drug 1: CC1=CC=C(C=C1)C2=CC(=NN2C3=CC=C(C=C3)S(=O)(=O)N)C(F)(F)F. (4) Drug 1: CC1=CC2C(CCC3(C2CCC3(C(=O)C)OC(=O)C)C)C4(C1=CC(=O)CC4)C. Drug 2: CC1=C(C=C(C=C1)NC(=O)C2=CC=C(C=C2)CN3CCN(CC3)C)NC4=NC=CC(=N4)C5=CN=CC=C5. Cell line: KM12. Synergy scores: CSS=-7.89, Synergy_ZIP=1.54, Synergy_Bliss=-11.6, Synergy_Loewe=-12.8, Synergy_HSA=-13.9. (5) Drug 1: CC1=C2C(C(=O)C3(C(CC4C(C3C(C(C2(C)C)(CC1OC(=O)C(C(C5=CC=CC=C5)NC(=O)C6=CC=CC=C6)O)O)OC(=O)C7=CC=CC=C7)(CO4)OC(=O)C)O)C)OC(=O)C. Drug 2: CCCCC(=O)OCC(=O)C1(CC(C2=C(C1)C(=C3C(=C2O)C(=O)C4=C(C3=O)C=CC=C4OC)O)OC5CC(C(C(O5)C)O)NC(=O)C(F)(F)F)O. Cell line: HS 578T. Synergy scores: CSS=25.3, Synergy_ZIP=-0.250, Synergy_Bliss=-0.446, Synergy_Loewe=-4.61, Synergy_HSA=-0.594. (6) Drug 1: COC1=C(C=C2C(=C1)N=CN=C2NC3=CC(=C(C=C3)F)Cl)OCCCN4CCOCC4. Drug 2: C1=NC(=NC(=O)N1C2C(C(C(O2)CO)O)O)N. Cell line: TK-10. Synergy scores: CSS=28.3, Synergy_ZIP=-0.656, Synergy_Bliss=-1.47, Synergy_Loewe=-5.14, Synergy_HSA=-1.79. (7) Drug 1: CNC(=O)C1=CC=CC=C1SC2=CC3=C(C=C2)C(=NN3)C=CC4=CC=CC=N4. Drug 2: CCCCC(=O)OCC(=O)C1(CC(C2=C(C1)C(=C3C(=C2O)C(=O)C4=C(C3=O)C=CC=C4OC)O)OC5CC(C(C(O5)C)O)NC(=O)C(F)(F)F)O. Cell line: 786-0. Synergy scores: CSS=2.00, Synergy_ZIP=-1.64, Synergy_Bliss=-0.0762, Synergy_Loewe=-2.72, Synergy_HSA=-0.378.